Dataset: Full USPTO retrosynthesis dataset with 1.9M reactions from patents (1976-2016). Task: Predict the reactants needed to synthesize the given product. (1) Given the product [O:13]=[C:11]([N:59]1[CH2:58][CH2:57][CH:56]([O:55][C:54]2[CH:62]=[CH:63][CH:64]=[CH:65][C:53]=2[C:52]([F:51])([F:66])[F:67])[CH2:61][CH2:60]1)[CH2:10][NH:9][C:7]([C:4]1[CH:3]=[CH:2][C:1]([C:14]2[CH:19]=[CH:18][CH:17]=[CH:16][CH:15]=2)=[CH:6][CH:5]=1)=[O:8], predict the reactants needed to synthesize it. The reactants are: [C:1]1([C:14]2[CH:19]=[CH:18][CH:17]=[CH:16][CH:15]=2)[CH:6]=[CH:5][C:4]([C:7]([NH:9][CH2:10][C:11]([OH:13])=O)=[O:8])=[CH:3][CH:2]=1.CCN(C(C)C)C(C)C.C1C=CC2N(O)N=NC=2C=1.CCN=C=NCCCN(C)C.Cl.[F:51][C:52]([F:67])([F:66])[C:53]1[CH:65]=[CH:64][CH:63]=[CH:62][C:54]=1[O:55][CH:56]1[CH2:61][CH2:60][NH:59][CH2:58][CH2:57]1. (2) Given the product [CH2:17]1[C:10]2([CH2:11][CH2:12][CH2:7][CH2:8][CH2:9]2)[CH2:13][CH2:14][NH:16]1, predict the reactants needed to synthesize it. The reactants are: [H-].[Al+3].[Li+].[H-].[H-].[H-].[CH2:7]1[CH2:12][CH2:11][C:10]2([CH2:17][NH:16][C:14](=O)[CH2:13]2)[CH2:9][CH2:8]1. (3) Given the product [BrH:8].[C:10]([S:11][CH2:1][C:2]1[CH:7]=[CH:6][CH:5]=[CH:4][CH:3]=1)(=[NH:9])[NH2:12], predict the reactants needed to synthesize it. The reactants are: [CH2:1]([Br:8])[C:2]1[CH:7]=[CH:6][CH:5]=[CH:4][CH:3]=1.[NH2:9][C:10]([NH2:12])=[S:11]. (4) Given the product [C:1]([C:3]1[CH:4]=[C:5]([C:16]2[CH:21]=[CH:20][N:19]=[C:18]([NH:22][C:23]3[CH:32]=[CH:31][C:26]([C:27]([NH:35][CH2:120][CH2:121][N:50]([CH3:51])[CH3:49])=[O:28])=[C:25]([O:33][CH3:34])[CH:24]=3)[N:17]=2)[CH:6]=[CH:7][C:8]=1[O:9][CH:10]1[CH2:11][CH2:12][O:13][CH2:14][CH2:15]1)#[N:2], predict the reactants needed to synthesize it. The reactants are: [C:1]([C:3]1[CH:4]=[C:5]([C:16]2[CH:21]=[CH:20][N:19]=[C:18]([NH:22][C:23]3[CH:32]=[CH:31][C:26]([C:27](OC)=[O:28])=[C:25]([O:33][CH3:34])[CH:24]=3)[N:17]=2)[CH:6]=[CH:7][C:8]=1[O:9][CH:10]1[CH2:15][CH2:14][O:13][CH2:12][CH2:11]1)#[N:2].[NH2:35]C1C=CC(C(OC)=O)=C(OC)C=1.Cl[C:49]1N=C(C2C=CC(OC3CCOCC3)=C(C=2)C#N)C=[CH:51][N:50]=1.C(=O)([O-])[O-].[Cs+].[Cs+].C1C=CC(P(C2C(C3C(P(C4C=CC=[CH:120][CH:121]=4)C4C=CC=CC=4)=CC=C4C=3C=CC=C4)=C3C(C=CC=C3)=CC=2)C2C=CC=CC=2)=CC=1. (5) Given the product [N:10]1[C:11]2[C:6](=[CH:5][CH:4]=[CH:3][CH:2]=2)[CH:7]=[CH:8][CH:9]=1, predict the reactants needed to synthesize it. The reactants are: Br[C:2]1[CH:3]=[C:4](CC#N)[CH:5]=[C:6]2[C:11]=1[N:10]=[CH:9][CH:8]=[CH:7]2.CI.CC(C)([O-])C.[K+].